Dataset: Catalyst prediction with 721,799 reactions and 888 catalyst types from USPTO. Task: Predict which catalyst facilitates the given reaction. (1) Reactant: [CH3:1][C:2]1[C:3]([CH2:44][CH2:45][C:46]([O:48]CC)=[O:47])=[C:4]([CH3:43])[C:5]2[C:13]3[C:8](=[CH:9][CH:10]=[CH:11][CH:12]=3)[N:7]([CH2:14][C:15]3[CH:20]=[CH:19][C:18]([C@H:21]([CH:36]4[CH2:41][CH2:40][O:39][CH2:38][CH2:37]4)[C:22](=[O:35])[N:23]4[CH2:28][CH2:27][N:26]([C:29]5[CH:34]=[CH:33][CH:32]=[CH:31][N:30]=5)[CH2:25][CH2:24]4)=[CH:17][CH:16]=3)[C:6]=2[N:42]=1.CO.C(=O)([O-])[O-].[K+].[K+].Cl. Product: [CH3:1][C:2]1[C:3]([CH2:44][CH2:45][C:46]([OH:48])=[O:47])=[C:4]([CH3:43])[C:5]2[C:13]3[C:8](=[CH:9][CH:10]=[CH:11][CH:12]=3)[N:7]([CH2:14][C:15]3[CH:20]=[CH:19][C:18]([C@H:21]([CH:36]4[CH2:41][CH2:40][O:39][CH2:38][CH2:37]4)[C:22](=[O:35])[N:23]4[CH2:28][CH2:27][N:26]([C:29]5[CH:34]=[CH:33][CH:32]=[CH:31][N:30]=5)[CH2:25][CH2:24]4)=[CH:17][CH:16]=3)[C:6]=2[N:42]=1. The catalyst class is: 6. (2) Reactant: [CH3:1][O:2][C:3]1[CH:4]=[C:5]([CH:9]=[CH:10][N:11]=1)[C:6](O)=[O:7].[H-].[H-].[H-].[H-].[Li+].[Al+3].O.[OH-].[Na+]. Product: [CH3:1][O:2][C:3]1[CH:4]=[C:5]([CH2:6][OH:7])[CH:9]=[CH:10][N:11]=1. The catalyst class is: 1.